From a dataset of Forward reaction prediction with 1.9M reactions from USPTO patents (1976-2016). Predict the product of the given reaction. (1) Given the reactants [CH3:1][O:2][C:3]1[CH:11]=[C:10]2[C:6]([C:7]([CH2:25][C:26]3[CH:31]=[CH:30][CH:29]=[C:28]([C:32]#[C:33][C:34]([O:36][CH3:37])=[O:35])[N:27]=3)=[C:8]([C:19]3[CH:24]=[CH:23][CH:22]=[CH:21][CH:20]=3)[N:9]2C(OC(C)(C)C)=O)=[CH:5][CH:4]=1.FC(F)(F)C(O)=O, predict the reaction product. The product is: [CH3:1][O:2][C:3]1[CH:11]=[C:10]2[C:6]([C:7]([CH2:25][C:26]3[N:27]=[C:28]([C:32]#[C:33][C:34]([O:36][CH3:37])=[O:35])[CH:29]=[CH:30][CH:31]=3)=[C:8]([C:19]3[CH:20]=[CH:21][CH:22]=[CH:23][CH:24]=3)[NH:9]2)=[CH:5][CH:4]=1. (2) Given the reactants [C:1](Cl)(=[O:3])[CH3:2].[F:5][C:6]1[CH:13]=[CH:12][CH:11]=[C:10]([F:14])[C:7]=1[CH2:8][OH:9].C(N(CC)CC)C, predict the reaction product. The product is: [F:5][C:6]1[CH:13]=[CH:12][CH:11]=[C:10]([F:14])[C:7]=1[CH2:8][O:9][C:1](=[O:3])[CH3:2]. (3) Given the reactants C(OC([N:8]1[C:16]2[C:11](=[CH:12][CH:13]=[CH:14][CH:15]=2)[CH:10]=[C:9]1B(O)O)=O)(C)(C)C.[Br:20][C:21]1[CH:22]=[C:23](Br)[C:24]2[N:25]([CH:27]=[C:28]([CH3:30])[N:29]=2)[CH:26]=1.[O-]P([O-])([O-])=O.[K+].[K+].[K+], predict the reaction product. The product is: [Br:20][C:21]1[CH:22]=[C:23]([C:9]2[NH:8][C:16]3[C:11]([CH:10]=2)=[CH:12][CH:13]=[CH:14][CH:15]=3)[C:24]2[N:25]([CH:27]=[C:28]([CH3:30])[N:29]=2)[CH:26]=1.